Dataset: Full USPTO retrosynthesis dataset with 1.9M reactions from patents (1976-2016). Task: Predict the reactants needed to synthesize the given product. (1) Given the product [OH:11][C:12]1[CH:13]=[C:4]([OH:3])[CH:5]=[CH:6][C:7]=1[CH:8]([CH3:15])[CH2:9][C:10]([OH:1])=[O:14], predict the reactants needed to synthesize it. The reactants are: [OH-:1].[Na+].[OH:3][C:4]1[CH:13]=[C:12]2[C:7]([CH:8]([CH3:15])[CH2:9][C:10](=[O:14])[O:11]2)=[CH:6][CH:5]=1.CO.Cl. (2) Given the product [CH3:1][S:2]([NH:5][C:18](=[O:19])[O:17][C:14]([CH3:16])([CH3:15])[CH3:13])(=[O:4])=[O:3], predict the reactants needed to synthesize it. The reactants are: [CH3:1][S:2]([NH2:5])(=[O:4])=[O:3].C(N(CC)CC)C.[CH3:13][C:14]([O:17][C:18](O[C:18]([O:17][C:14]([CH3:16])([CH3:15])[CH3:13])=[O:19])=[O:19])([CH3:16])[CH3:15].